Dataset: Reaction yield outcomes from USPTO patents with 853,638 reactions. Task: Predict the reaction yield, written as a fraction of the theoretical maximum amount of product (1.0 means a 100% yield; for example, 0.34 means a 34% yield). (1) The product is [CH3:24][O:25][C:26]1[CH:33]=[CH:32][C:29]([CH2:30][N:15]([C:13]2[CH:14]=[C:9]([O:8][CH2:1][C:2]3[CH:3]=[CH:4][CH:5]=[CH:6][CH:7]=3)[CH:10]=[CH:11][C:12]=2[Br:23])[C:16]([CH:18]2[CH2:19][CH2:20][CH2:21][CH2:22]2)=[O:17])=[CH:28][CH:27]=1. The catalyst is C(#N)C. The yield is 0.720. The reactants are [CH2:1]([O:8][C:9]1[CH:10]=[CH:11][C:12]([Br:23])=[C:13]([NH:15][C:16]([CH:18]2[CH2:22][CH2:21][CH2:20][CH2:19]2)=[O:17])[CH:14]=1)[C:2]1[CH:7]=[CH:6][CH:5]=[CH:4][CH:3]=1.[CH3:24][O:25][C:26]1[CH:33]=[CH:32][C:29]([CH2:30]Cl)=[CH:28][CH:27]=1.C(=O)([O-])[O-].[K+].[K+]. (2) The reactants are C(O)(=O)C.[NH2:5][C:6]1[CH:11]=[C:10]([C:12]([F:15])([F:14])[F:13])[CH:9]=[CH:8][C:7]=1[SH:16].[OH:17][C:18]1[CH:19]=[C:20]([CH:23]=[C:24]([OH:26])[CH:25]=1)[CH:21]=O.C([O-])(=O)C.[Na+]. The catalyst is O.C(OCC)(=O)C. The product is [F:15][C:12]([F:13])([F:14])[C:10]1[CH:9]=[CH:8][C:7]2[S:16][C:21]([C:20]3[CH:23]=[C:24]([OH:26])[CH:25]=[C:18]([OH:17])[CH:19]=3)=[N:5][C:6]=2[CH:11]=1. The yield is 0.370. (3) The reactants are [NH2:1][C:2]1[CH:7]=[CH:6][C:5]([NH2:8])=[CH:4][C:3]=1[S:9]([NH2:12])(=[O:11])=[O:10].N1C=CC=CC=1.[CH3:19][S:20](Cl)(=[O:22])=[O:21]. The catalyst is ClCCl. The product is [NH2:1][C:2]1[CH:7]=[CH:6][C:5]([NH:8][S:20]([CH3:19])(=[O:22])=[O:21])=[CH:4][C:3]=1[S:9]([NH2:12])(=[O:10])=[O:11]. The yield is 0.730. (4) The reactants are [CH3:1][Li].[CH3:3][O:4][C:5](=[O:20])[C:6]([C:18]#[N:19])=[C:7]([C:9]1[CH:14]=[CH:13][C:12]([F:15])=[CH:11][C:10]=1[O:16][CH3:17])[CH3:8]. The catalyst is C(OCC)C.[Cu]I. The product is [CH3:3][O:4][C:5](=[O:20])[CH:6]([C:18]#[N:19])[C:7]([C:9]1[CH:14]=[CH:13][C:12]([F:15])=[CH:11][C:10]=1[O:16][CH3:17])([CH3:1])[CH3:8]. The yield is 0.990. (5) The reactants are Br[C:2]1[CH:11]=[CH:10][C:5]([C:6]([O:8][CH3:9])=[O:7])=[C:4]([Cl:12])[CH:3]=1.[CH:13]1([C:16]#[CH:17])[CH2:15][CH2:14]1.CN(C=O)C. The catalyst is C1(C)C=CC=CC=1.CCN(CC)CC.[Cu]I.Cl[Pd](Cl)([P](C1C=CC=CC=1)(C1C=CC=CC=1)C1C=CC=CC=1)[P](C1C=CC=CC=1)(C1C=CC=CC=1)C1C=CC=CC=1. The product is [Cl:12][C:4]1[CH:3]=[C:2]([C:17]#[C:16][CH:13]2[CH2:15][CH2:14]2)[CH:11]=[CH:10][C:5]=1[C:6]([O:8][CH3:9])=[O:7]. The yield is 0.760. (6) The reactants are [Br:1][C:2]1[CH:3]=[CH:4][C:5]([Cl:11])=[C:6]([CH:10]=1)[C:7]([OH:9])=O.C(Cl)(=O)C(Cl)=O.[Cl-].[Cl-].[Cl-].[Al+3].[C:22]([O:25][CH2:26][CH2:27][C:28]1[CH:33]=[CH:32][CH:31]=[CH:30][CH:29]=1)(=[O:24])[CH3:23]. The yield is 0.260. The product is [C:22]([O:25][CH2:26][CH2:27][C:28]1[CH:33]=[CH:32][C:31]([C:7](=[O:9])[C:6]2[CH:10]=[C:2]([Br:1])[CH:3]=[CH:4][C:5]=2[Cl:11])=[CH:30][CH:29]=1)(=[O:24])[CH3:23]. The catalyst is C(Cl)Cl.CN(C=O)C. (7) The reactants are [C:1]([C:3]1[C:11]2[C:6](=[CH:7][C:8]([C:12]([O:14]C)=[O:13])=[CH:9][CH:10]=2)[NH:5][N:4]=1)#[N:2].[OH-].[Li+]. The catalyst is CO.O1CCCC1. The product is [C:1]([C:3]1[C:11]2[C:6](=[CH:7][C:8]([C:12]([OH:14])=[O:13])=[CH:9][CH:10]=2)[NH:5][N:4]=1)#[N:2]. The yield is 0.370. (8) The catalyst is O.Cl. The product is [O:9]=[C:8]1[O:10][C@H:4]([C:5]([OH:7])=[O:6])[CH2:3][CH2:2]1. The yield is 0.590. The reactants are N[C@H:2]([C:8]([OH:10])=[O:9])[CH2:3][CH2:4][C:5]([OH:7])=[O:6].N([O-])=O.[Na+].